The task is: Predict which catalyst facilitates the given reaction.. This data is from Catalyst prediction with 721,799 reactions and 888 catalyst types from USPTO. Reactant: [CH3:1][O:2][C:3]1[CH:4]=[C:5]([CH:21]=[CH:22][C:23]=1[O:24][CH2:25][C:26]1[N:27]=[C:28]([N:31]2[CH2:36][CH2:35][O:34][CH2:33][CH2:32]2)[S:29][CH:30]=1)[CH2:6][O:7][C:8]1[C:12]([CH:13]=O)=[CH:11][N:10]([C:15]2[CH:20]=[CH:19][CH:18]=[CH:17][CH:16]=2)[N:9]=1.[CH2:37]([P:46](=[O:53])([O:50][CH2:51][CH3:52])[O:47][CH2:48][CH3:49])P(=O)(OCC)OCC.CN(C)C=O.[H-].[Na+]. Product: [CH3:1][O:2][C:3]1[CH:4]=[C:5]([CH:21]=[CH:22][C:23]=1[O:24][CH2:25][C:26]1[N:27]=[C:28]([N:31]2[CH2:32][CH2:33][O:34][CH2:35][CH2:36]2)[S:29][CH:30]=1)[CH2:6][O:7][C:8]1[C:12](/[CH:13]=[CH:37]/[P:46](=[O:53])([O:47][CH2:48][CH3:49])[O:50][CH2:51][CH3:52])=[CH:11][N:10]([C:15]2[CH:20]=[CH:19][CH:18]=[CH:17][CH:16]=2)[N:9]=1. The catalyst class is: 6.